Dataset: Full USPTO retrosynthesis dataset with 1.9M reactions from patents (1976-2016). Task: Predict the reactants needed to synthesize the given product. (1) Given the product [CH3:14][O:8][C:7](=[O:9])[C:6]1[CH:10]=[C:2]([F:1])[CH:3]=[CH:4][C:5]=1[N+:11]([O-:13])=[O:12], predict the reactants needed to synthesize it. The reactants are: [F:1][C:2]1[CH:3]=[CH:4][C:5]([N+:11]([O-:13])=[O:12])=[C:6]([CH:10]=1)[C:7]([OH:9])=[O:8].[CH3:14][Si](C=[N+]=[N-])(C)C. (2) The reactants are: [Br:1][C:2]1[CH:7]=[C:6]([O:8][CH3:9])[CH:5]=[CH:4][C:3]=1[O:10][CH2:11][CH:12](OCC)OCC.O.[OH-].[Na+]. Given the product [Br:1][C:2]1[C:3]2[O:10][CH:11]=[CH:12][C:4]=2[CH:5]=[C:6]([O:8][CH3:9])[CH:7]=1, predict the reactants needed to synthesize it. (3) Given the product [CH2:20]([N:19]([CH2:34][CH:33]=[CH2:32])[C:6]1[C:7]([C:10]2[CH:11]=[CH:12][C:13]([N+:16]([O-:18])=[O:17])=[CH:14][CH:15]=2)=[CH:8][CH:9]=[C:4]([N+:1]([O-:3])=[O:2])[CH:5]=1)[CH:21]=[CH2:22], predict the reactants needed to synthesize it. The reactants are: [N+:1]([C:4]1[CH:5]=[C:6]([NH2:19])[C:7]([C:10]2[CH:15]=[CH:14][C:13]([N+:16]([O-:18])=[O:17])=[CH:12][CH:11]=2)=[CH:8][CH:9]=1)([O-:3])=[O:2].[CH2:20](Br)[CH:21]=[CH2:22].C(=O)([O-])[O-].[K+].[K+].CN1C(=O)[CH2:34][CH2:33][CH2:32]1. (4) Given the product [Si:1]([O:8][CH2:9][C:10]1([CH3:30])[S:16][CH2:15][CH2:14][N:13]2[C:17]([C:20]3([C:23]4[CH:28]=[CH:27][C:26]([C:41]5[CH:40]=[CH:39][C:38]([C:36]([N:31]6[CH2:32][CH2:33][CH2:34][CH2:35]6)=[O:37])=[CH:43][CH:42]=5)=[CH:25][CH:24]=4)[CH2:22][CH2:21]3)=[N:18][N:19]=[C:12]2[CH2:11]1)([C:4]([CH3:7])([CH3:6])[CH3:5])([CH3:3])[CH3:2], predict the reactants needed to synthesize it. The reactants are: [Si:1]([O:8][CH2:9][C:10]1([CH3:30])[S:16][CH2:15][CH2:14][N:13]2[C:17]([C:20]3([C:23]4[CH:28]=[CH:27][C:26](Cl)=[CH:25][CH:24]=4)[CH2:22][CH2:21]3)=[N:18][N:19]=[C:12]2[CH2:11]1)([C:4]([CH3:7])([CH3:6])[CH3:5])([CH3:3])[CH3:2].[N:31]1([C:36]([C:38]2[CH:43]=[CH:42][C:41](B(O)O)=[CH:40][CH:39]=2)=[O:37])[CH2:35][CH2:34][CH2:33][CH2:32]1.C1(P(C2CCCCC2)C2CCCCC2)CCCCC1.P([O-])([O-])([O-])=O.[K+].[K+].[K+]. (5) The reactants are: [C:1]([CH:5]=P(C1C=CC=CC=1)(C1C=CC=CC=1)C1C=CC=CC=1)([O:3][CH3:4])=[O:2].[CH:25]([C@H:27]1[CH2:32][CH2:31][CH2:30][N:29]([C:33]([O:35][C:36]([CH3:39])([CH3:38])[CH3:37])=[O:34])[CH2:28]1)=O. Given the product [CH3:4][O:3][C:1](=[O:2])/[CH:5]=[CH:25]/[C@H:27]1[CH2:32][CH2:31][CH2:30][N:29]([C:33]([O:35][C:36]([CH3:39])([CH3:38])[CH3:37])=[O:34])[CH2:28]1, predict the reactants needed to synthesize it. (6) Given the product [NH2:7][C:8](=[O:43])[C@@H:9]([NH:26][C:27]([C:29]1([NH:35][C:36](=[O:42])[O:37][C:38]([CH3:39])([CH3:41])[CH3:40])[CH2:30][CH2:31][O:32][CH2:33][CH2:34]1)=[O:28])[CH2:10][C:11]1[CH:16]=[CH:15][C:14]([C:45]2[CH:46]=[C:47]3[CH2:53][N:52]([CH3:54])[C:51](=[O:55])[C:48]3=[N:49][CH:50]=2)=[CH:13][CH:12]=1, predict the reactants needed to synthesize it. The reactants are: C(=O)([O-])[O-].[K+].[K+].[NH2:7][C:8](=[O:43])[C@@H:9]([NH:26][C:27]([C:29]1([NH:35][C:36](=[O:42])[O:37][C:38]([CH3:41])([CH3:40])[CH3:39])[CH2:34][CH2:33][O:32][CH2:31][CH2:30]1)=[O:28])[CH2:10][C:11]1[CH:16]=[CH:15][C:14](B2OC(C)(C)C(C)(C)O2)=[CH:13][CH:12]=1.Br[C:45]1[CH:46]=[C:47]2[CH2:53][N:52]([CH3:54])[C:51](=[O:55])[C:48]2=[N:49][CH:50]=1. (7) Given the product [Cl:1][C:2]1[CH:10]=[CH:9][C:8]([C:11]2[N:12]([C:28]([O:30][C:31]([CH3:33])([CH3:32])[CH3:34])=[O:29])[C:13]3[C:18]([CH:19]=2)=[CH:17][C:16]([CH2:20][NH:21][CH2:22][C:23]([OH:25])=[O:24])=[CH:15][CH:14]=3)=[C:7]2[C:3]=1[CH2:4][NH:5][C:6]2=[O:35], predict the reactants needed to synthesize it. The reactants are: [Cl:1][C:2]1[CH:10]=[CH:9][C:8]([C:11]2[N:12]([C:28]([O:30][C:31]([CH3:34])([CH3:33])[CH3:32])=[O:29])[C:13]3[C:18]([CH:19]=2)=[CH:17][C:16]([CH2:20][NH:21][CH2:22][C:23]([O:25]CC)=[O:24])=[CH:15][CH:14]=3)=[C:7]2[C:3]=1[CH2:4][NH:5][C:6]2=[O:35].[OH-].[Li+].Cl.